From a dataset of Merck oncology drug combination screen with 23,052 pairs across 39 cell lines. Regression. Given two drug SMILES strings and cell line genomic features, predict the synergy score measuring deviation from expected non-interaction effect. (1) Drug 1: COC12C(COC(N)=O)C3=C(C(=O)C(C)=C(N)C3=O)N1CC1NC12. Drug 2: O=C(NOCC(O)CO)c1ccc(F)c(F)c1Nc1ccc(I)cc1F. Cell line: OVCAR3. Synergy scores: synergy=28.0. (2) Drug 1: COc1cc(C2c3cc4c(cc3C(OC3OC5COC(C)OC5C(O)C3O)C3COC(=O)C23)OCO4)cc(OC)c1O. Drug 2: O=C(NOCC(O)CO)c1ccc(F)c(F)c1Nc1ccc(I)cc1F. Cell line: NCIH23. Synergy scores: synergy=9.04. (3) Drug 1: CS(=O)(=O)CCNCc1ccc(-c2ccc3ncnc(Nc4ccc(OCc5cccc(F)c5)c(Cl)c4)c3c2)o1. Drug 2: NC1(c2ccc(-c3nc4ccn5c(=O)[nH]nc5c4cc3-c3ccccc3)cc2)CCC1. Cell line: LOVO. Synergy scores: synergy=40.2. (4) Drug 1: Cn1nnc2c(C(N)=O)ncn2c1=O. Drug 2: CCc1c2c(nc3ccc(O)cc13)-c1cc3c(c(=O)n1C2)COC(=O)C3(O)CC. Cell line: RPMI7951. Synergy scores: synergy=-4.03.